Dataset: Forward reaction prediction with 1.9M reactions from USPTO patents (1976-2016). Task: Predict the product of the given reaction. (1) Given the reactants [Cl:1][C:2]1[CH:11]=[C:10]([C:12](=O)[CH3:13])[C:9]([N:15]2[CH2:20][CH2:19][C:18]([F:22])([F:21])[CH2:17][CH2:16]2)=[C:8]2[C:3]=1[CH:4]=[CH:5][CH:6]=[N:7]2.C([O-])(=O)C.[NH4+].C([BH3-])#[N:29].[Na+], predict the reaction product. The product is: [Cl:1][C:2]1[CH:11]=[C:10]([CH:12]([NH2:29])[CH3:13])[C:9]([N:15]2[CH2:20][CH2:19][C:18]([F:22])([F:21])[CH2:17][CH2:16]2)=[C:8]2[C:3]=1[CH:4]=[CH:5][CH:6]=[N:7]2. (2) Given the reactants [F:1][C:2]1[CH:19]=[CH:18][C:5](/[CH:6]=[CH:7]/[C:8]2[CH:9]=[C:10]([CH:15]=[CH:16][N:17]=2)[C:11]([O:13][CH3:14])=[O:12])=[CH:4][CH:3]=1, predict the reaction product. The product is: [F:1][C:2]1[CH:19]=[CH:18][C:5]([CH2:6][CH2:7][C:8]2[CH:9]=[C:10]([CH:15]=[CH:16][N:17]=2)[C:11]([O:13][CH3:14])=[O:12])=[CH:4][CH:3]=1.